This data is from Forward reaction prediction with 1.9M reactions from USPTO patents (1976-2016). The task is: Predict the product of the given reaction. (1) Given the reactants [C:1]([O:5][C:6](=[O:22])[NH:7][CH:8]([C:20]#[N:21])[C:9]1[CH:14]=[CH:13][C:12]([O:15][C:16]([F:19])([F:18])[F:17])=[CH:11][CH:10]=1)([CH3:4])([CH3:3])[CH3:2].[BH4-].[Na+].Cl.[OH-].[Na+], predict the reaction product. The product is: [C:1]([O:5][C:6](=[O:22])[NH:7][CH:8]([C:9]1[CH:10]=[CH:11][C:12]([O:15][C:16]([F:18])([F:19])[F:17])=[CH:13][CH:14]=1)[CH2:20][NH2:21])([CH3:4])([CH3:2])[CH3:3]. (2) The product is: [Cl:21][C:17]1[CH:16]=[C:15]([S:12]([NH:11][C:9]2[CH:8]=[C:7]([CH3:22])[N:6]=[C:5]3[S:4][C:3]([CH3:23])=[C:2]([C:28]4[CH:29]=[CH:30][CH:31]=[C:26]([O:25][CH3:24])[N:27]=4)[C:10]=23)(=[O:14])=[O:13])[CH:20]=[CH:19][CH:18]=1. Given the reactants Br[C:2]1[C:10]2[C:5](=[N:6][C:7]([CH3:22])=[CH:8][C:9]=2[NH:11][S:12]([C:15]2[CH:20]=[CH:19][CH:18]=[C:17]([Cl:21])[CH:16]=2)(=[O:14])=[O:13])[S:4][C:3]=1[CH3:23].[CH3:24][O:25][C:26]1[CH:31]=[CH:30][CH:29]=[C:28](B2OC(C)(C)C(C)(C)O2)[N:27]=1.C(=O)([O-])[O-].[K+].[K+].C(OCC)(=O)C, predict the reaction product.